Dataset: Full USPTO retrosynthesis dataset with 1.9M reactions from patents (1976-2016). Task: Predict the reactants needed to synthesize the given product. (1) The reactants are: ClCC([NH:5][CH2:6][C:7]1[CH:12]=[CH:11][C:10]([O:13][C:14]([F:17])([F:16])[F:15])=[CH:9][C:8]=1[OH:18])=O. Given the product [NH2:5][CH2:6][C:7]1[CH:12]=[CH:11][C:10]([O:13][C:14]([F:16])([F:17])[F:15])=[CH:9][C:8]=1[OH:18], predict the reactants needed to synthesize it. (2) The reactants are: P(Cl)(Cl)(Cl)=O.[Br:6][C:7]1[CH:8]=[C:9]2[C:14](=[CH:15][CH:16]=1)[C:13](=[O:17])[N:12]([CH2:18][CH2:19][CH2:20][Cl:21])[CH:11]=[CH:10]2.CN([CH:25]=[O:26])C. Given the product [Br:6][C:7]1[CH:8]=[C:9]2[C:14](=[CH:15][CH:16]=1)[C:13](=[O:17])[N:12]([CH2:18][CH2:19][CH2:20][Cl:21])[CH:11]=[C:10]2[CH:25]=[O:26], predict the reactants needed to synthesize it. (3) Given the product [CH3:20][N:21]([CH3:38])[S:22]([N:25]1[C:4]2[C:3](=[CH:2][CH:7]=[C:6]([CH:8]([OH:17])[C:9]#[C:10][C:11]3[CH:16]=[CH:15][CH:14]=[CH:13][CH:12]=3)[C:5]=2[O:18][CH3:19])[CH:27]=[N:26]1)(=[O:24])=[O:23], predict the reactants needed to synthesize it. The reactants are: F[C:2]1[CH:3]=[CH:4][C:5]([O:18][CH3:19])=[C:6]([CH:8]([OH:17])[C:9]#[C:10][C:11]2[CH:16]=[CH:15][CH:14]=[CH:13][CH:12]=2)[CH:7]=1.[CH3:20][N:21]([CH3:38])[S:22]([N:25]1C2C(=CC=C(C=O)C=2OC)[CH:27]=[N:26]1)(=[O:24])=[O:23]. (4) Given the product [NH2:1][C:2]1[N:3]=[CH:4][C:5]([C:8]2[CH:13]=[CH:12][C:11]([C:14]3[C:15]([S:20]([NH:23][C:24]([CH3:25])([CH3:27])[CH3:26])(=[O:22])=[O:21])=[CH:16][CH:17]=[CH:18][CH:19]=3)=[CH:10][C:9]=2[F:28])=[N:6][C:7]=1[Cl:29], predict the reactants needed to synthesize it. The reactants are: [NH2:1][C:2]1[N:3]=[CH:4][C:5]([C:8]2[CH:13]=[CH:12][C:11]([C:14]3[C:15]([S:20]([NH:23][C:24]([CH3:27])([CH3:26])[CH3:25])(=[O:22])=[O:21])=[CH:16][CH:17]=[CH:18][CH:19]=3)=[CH:10][C:9]=2[F:28])=[N:6][CH:7]=1.[Cl:29]NC(=O)CCC(N)=O.